From a dataset of Full USPTO retrosynthesis dataset with 1.9M reactions from patents (1976-2016). Predict the reactants needed to synthesize the given product. (1) Given the product [CH3:9][O:8][CH2:7][C@H:3]([NH:2][C:13]([O:15][CH3:16])=[O:14])[C:4]([OH:6])=[O:5], predict the reactants needed to synthesize it. The reactants are: Cl.[NH2:2][C@@H:3]([CH2:7][O:8][CH3:9])[C:4]([OH:6])=[O:5].[OH-].[Na+].Cl[C:13]([O:15][CH3:16])=[O:14].Cl. (2) Given the product [CH2:33]([O:40][N:41]1[C:3](=[O:5])[C:2]([CH3:1])=[C:8]([OH:15])[C:9]([C:10]([O:12][CH2:13][CH3:14])=[O:11])=[CH:16]1)[C:34]1[CH:39]=[CH:38][CH:37]=[CH:36][CH:35]=1, predict the reactants needed to synthesize it. The reactants are: [CH3:1][CH:2]([C:8](=[O:15])[CH2:9][C:10]([O:12][CH2:13][CH3:14])=[O:11])[C:3]([O:5]CC)=O.[CH:16](OCC)(OCC)OCC.C(OC(=O)C)(=O)C.[CH2:33]([O:40][NH2:41])[C:34]1[CH:39]=[CH:38][CH:37]=[CH:36][CH:35]=1.C(N(CC)CC)C.C1CCN2C(=NCCC2)CC1.Cl. (3) Given the product [CH3:33][NH:34][C:35]1[C:44]2[C:39](=[CH:40][C:41]([C:2]#[C:1][C:3]3[CH:4]=[C:5]([CH:29]=[CH:30][C:31]=3[CH3:32])[C:6]([NH:8][C:9]3[CH:14]=[CH:13][C:12]([CH2:15][N:16]4[CH2:17][CH2:18][N:19]([CH2:22][CH2:23][OH:24])[CH2:20][CH2:21]4)=[C:11]([C:25]([F:28])([F:26])[F:27])[CH:10]=3)=[O:7])=[CH:42][CH:43]=2)[N:38]=[CH:37][N:36]=1, predict the reactants needed to synthesize it. The reactants are: [C:1]([C:3]1[CH:4]=[C:5]([CH:29]=[CH:30][C:31]=1[CH3:32])[C:6]([NH:8][C:9]1[CH:14]=[CH:13][C:12]([CH2:15][N:16]2[CH2:21][CH2:20][N:19]([CH2:22][CH2:23][OH:24])[CH2:18][CH2:17]2)=[C:11]([C:25]([F:28])([F:27])[F:26])[CH:10]=1)=[O:7])#[CH:2].[CH3:33][NH:34][C:35]1[C:44]2[C:39](=[CH:40][C:41](Br)=[CH:42][CH:43]=2)[N:38]=[CH:37][N:36]=1. (4) Given the product [C:1]([O:5][C:6](=[O:23])[CH2:7][C@H:8]1[CH2:9][C@@H:10]([CH2:11][O:12][C:13](=[O:20])[C:14]2[CH:15]=[CH:16][CH:17]=[CH:18][CH:19]=2)[O:21][C:26]([CH3:28])([CH3:27])[O:22]1)([CH3:4])([CH3:2])[CH3:3], predict the reactants needed to synthesize it. The reactants are: [C:1]([O:5][C:6](=[O:23])[CH2:7][CH:8]([OH:22])[CH2:9][C@H:10]([OH:21])[CH2:11][O:12][C:13](=[O:20])[C:14]1[CH:19]=[CH:18][CH:17]=[CH:16][CH:15]=1)([CH3:4])([CH3:3])[CH3:2].CO[C:26](OC)([CH3:28])[CH3:27].CC(C)=O.C1(C)C=CC(S(O)(=O)=O)=CC=1. (5) The reactants are: [N+:1]([C:4]1[CH:16]=[CH:15][C:14]([O:17][C:18]([F:21])([F:20])[F:19])=[CH:13][C:5]=1[C:6]([NH:8][CH2:9][C:10]([OH:12])=O)=[O:7])([O-:3])=[O:2].[CH2:22]([N:29]1[CH2:33][CH2:32][C@@H:31]([NH2:34])[CH2:30]1)[C:23]1[CH:28]=[CH:27][CH:26]=[CH:25][CH:24]=1.ON1C2C=CC=CC=2N=N1.Cl.C(N=C=NCCCN(C)C)C. Given the product [N+:1]([C:4]1[CH:16]=[CH:15][C:14]([O:17][C:18]([F:21])([F:20])[F:19])=[CH:13][C:5]=1[C:6]([NH:8][CH2:9][C:10]([NH:34][C@@H:31]1[CH2:32][CH2:33][N:29]([CH2:22][C:23]2[CH:28]=[CH:27][CH:26]=[CH:25][CH:24]=2)[CH2:30]1)=[O:12])=[O:7])([O-:3])=[O:2], predict the reactants needed to synthesize it. (6) Given the product [ClH:1].[Cl:1][C:2]1[CH:3]=[C:4]([CH:19]=[CH:20][C:21]=1[Cl:22])[O:5][CH:6]1[CH2:7][CH2:8][N:9]([CH2:12][CH2:13][CH2:14][C:15]([OH:17])=[O:16])[CH2:10][CH2:11]1, predict the reactants needed to synthesize it. The reactants are: [Cl:1][C:2]1[CH:3]=[C:4]([CH:19]=[CH:20][C:21]=1[Cl:22])[O:5][CH:6]1[CH2:11][CH2:10][N:9]([CH2:12][CH2:13][CH2:14][C:15]([O:17]C)=[O:16])[CH2:8][CH2:7]1.CO. (7) Given the product [F:6][C:7]1[CH:15]=[C:14]2[C:10]([C:11]([CH:16]=[C:4]([N+:1]([O-:3])=[O:2])[CH3:5])=[CH:12][NH:13]2)=[CH:9][C:8]=1[O:18][CH3:19], predict the reactants needed to synthesize it. The reactants are: [N+:1]([CH2:4][CH3:5])([O-:3])=[O:2].[F:6][C:7]1[CH:15]=[C:14]2[C:10]([C:11]([CH:16]=O)=[CH:12][NH:13]2)=[CH:9][C:8]=1[O:18][CH3:19].C([O-])(=O)C.[NH4+]. (8) The reactants are: [CH3:1][CH:2]([CH3:32])/[C:3](=[N:9]/[O:10][CH2:11][C:12]1[CH:17]=[CH:16][C:15]([O:18][CH2:19][C:20]2[N:21]=[C:22]([C:26]3[CH:31]=[CH:30][CH:29]=[CH:28][CH:27]=3)[O:23][C:24]=2[CH3:25])=[CH:14][CH:13]=1)/[C:4]([O:6]CC)=[O:5].Cl. Given the product [CH3:1][CH:2]([CH3:32])/[C:3](=[N:9]/[O:10][CH2:11][C:12]1[CH:13]=[CH:14][C:15]([O:18][CH2:19][C:20]2[N:21]=[C:22]([C:26]3[CH:27]=[CH:28][CH:29]=[CH:30][CH:31]=3)[O:23][C:24]=2[CH3:25])=[CH:16][CH:17]=1)/[C:4]([OH:6])=[O:5], predict the reactants needed to synthesize it.